Dataset: Full USPTO retrosynthesis dataset with 1.9M reactions from patents (1976-2016). Task: Predict the reactants needed to synthesize the given product. (1) Given the product [Br:1][C@@H:2]1[CH2:7][CH2:6][CH2:5][CH2:4][C@H:3]1[O:8][Si:18]([C:15]([CH3:17])([CH3:16])[CH3:14])([CH3:20])[CH3:19], predict the reactants needed to synthesize it. The reactants are: [Br:1][C@@H:2]1[CH2:7][CH2:6][CH2:5][CH2:4][C@H:3]1[OH:8].N1C=CN=C1.[CH3:14][C:15]([Si:18](Cl)([CH3:20])[CH3:19])([CH3:17])[CH3:16].O. (2) Given the product [CH2:1]([N:8]([CH3:9])[C:15]([C@H:11]1[CH2:12][CH2:13][CH2:14][O:10]1)=[O:17])[C:2]1[CH:7]=[CH:6][CH:5]=[CH:4][CH:3]=1, predict the reactants needed to synthesize it. The reactants are: [CH2:1]([NH:8][CH3:9])[C:2]1[CH:7]=[CH:6][CH:5]=[CH:4][CH:3]=1.[O:10]1[CH2:14][CH2:13][CH2:12][C@@H:11]1[C:15]([OH:17])=O.[B-](F)(F)(F)F.CN(C(ON1N=NC2C1=CC=CC=2)=[N+](C)C)C.C(=O)([O-])O.[Na+]. (3) The reactants are: [CH2:1]([N:8]1[CH2:13][CH2:12][CH:11]([C:14]([NH:16][C:17]2[CH:22]=[CH:21][C:20]([CH2:23][NH:24][C:25]3[C:34]4[C:29](=[CH:30][CH:31]=[C:32]([CH3:35])[CH:33]=4)[N:28]=[C:27](Cl)[N:26]=3)=[CH:19][CH:18]=2)=[O:15])[CH2:10][CH2:9]1)[C:2]1[CH:7]=[CH:6][CH:5]=[CH:4][CH:3]=1.[NH:37]1[CH2:41][CH2:40][CH2:39][CH2:38]1. Given the product [CH2:1]([N:8]1[CH2:13][CH2:12][CH:11]([C:14]([NH:16][C:17]2[CH:22]=[CH:21][C:20]([CH2:23][NH:24][C:25]3[C:34]4[C:29](=[CH:30][CH:31]=[C:32]([CH3:35])[CH:33]=4)[N:28]=[C:27]([N:37]4[CH2:41][CH2:40][CH2:39][CH2:38]4)[N:26]=3)=[CH:19][CH:18]=2)=[O:15])[CH2:10][CH2:9]1)[C:2]1[CH:7]=[CH:6][CH:5]=[CH:4][CH:3]=1, predict the reactants needed to synthesize it. (4) Given the product [C:1]([C:3]1[N:8]=[CH:7][C:6]([NH+:9]([O-:24])[C:10](=[O:15])[C:11]([F:12])([F:13])[F:14])=[CH:5][CH:4]=1)#[N:2], predict the reactants needed to synthesize it. The reactants are: [C:1]([C:3]1[N:8]=[CH:7][C:6]([NH:9][C:10](=[O:15])[C:11]([F:14])([F:13])[F:12])=[CH:5][CH:4]=1)#[N:2].C1C=C(Cl)C=C(C(OO)=[O:24])C=1.OS([O-])=O.[Na+].C([O-])(O)=O.[Na+]. (5) Given the product [NH2:13][C:14]1[CH:22]=[C:21]([F:23])[CH:20]=[CH:19][C:15]=1[C:16]([NH:3][CH3:2])=[O:17], predict the reactants needed to synthesize it. The reactants are: C1N=C[N:3](C(N2C=NC=C2)=O)[CH:2]=1.[NH2:13][C:14]1[CH:22]=[C:21]([F:23])[CH:20]=[CH:19][C:15]=1[C:16](O)=[O:17].CN. (6) Given the product [OH:11][C:12]1[CH:13]=[C:14]([CH:18]2[CH2:27][CH2:26][C:25]3[C:20](=[CH:21][CH:22]=[C:23]([O:28][C:29]4[N:34]=[CH:33][C:32]([NH:35][C:36](=[O:38])[CH3:37])=[CH:31][CH:30]=4)[CH:24]=3)[O:19]2)[CH:15]=[CH:16][CH:17]=1, predict the reactants needed to synthesize it. The reactants are: C(NC1C=CC([O:11][C:12]2[CH:13]=[C:14]([CH:18]3[CH2:27][CH2:26][C:25]4[C:20](=[CH:21][CH:22]=[C:23]([O:28][C:29]5[N:34]=[CH:33][C:32]([NH:35][C:36](=[O:38])[CH3:37])=[CH:31][CH:30]=5)[CH:24]=4)[O:19]3)[CH:15]=[CH:16][CH:17]=2)=NC=1)(=O)C.NC1C=CC(OC2C=C3C(=CC=2)OC(C2C=C(O)C=CC=2)CC3)=NC=1.C(Cl)(C)=O. (7) The reactants are: [SH:1][C:2]1[N:7]=[C:6]([N:8]([CH2:10][CH2:11][O:12][CH3:13])[CH3:9])[C:5]2[CH2:14][O:15][C:16]([CH3:19])([CH3:18])[CH2:17][C:4]=2[C:3]=1[C:20]#N.[C:22](=O)([O-])[O-].[K+].[K+].Cl[CH2:29][C:30]([NH2:32])=[O:31]. Given the product [CH3:13][O:12][CH2:11][CH2:10][N:8]([CH3:9])[C:6]1[N:7]=[C:2]2[S:1][C:29]([C:30]([NH2:32])=[O:31])=[C:20]([CH3:22])[C:3]2=[C:4]2[CH2:17][C:16]([CH3:19])([CH3:18])[O:15][CH2:14][C:5]=12, predict the reactants needed to synthesize it.